Regression/Classification. Given a drug SMILES string, predict its absorption, distribution, metabolism, or excretion properties. Task type varies by dataset: regression for continuous measurements (e.g., permeability, clearance, half-life) or binary classification for categorical outcomes (e.g., BBB penetration, CYP inhibition). Dataset: bbb_martins. From a dataset of Blood-brain barrier penetration binary classification data from Martins et al.. The molecule is CCC(=O)O[C@]1(C(=O)SC)[C@H](C)CC2C3C[C@H](F)C4=CC(=O)C=CC4(C)[C@@]3(F)[C@@H](O)C[C@@]21C. The result is 1 (penetrates BBB).